Task: Regression. Given a peptide amino acid sequence and an MHC pseudo amino acid sequence, predict their binding affinity value. This is MHC class I binding data.. Dataset: Peptide-MHC class I binding affinity with 185,985 pairs from IEDB/IMGT (1) The peptide sequence is WLRAHPVAI. The MHC is HLA-A23:01 with pseudo-sequence HLA-A23:01. The binding affinity (normalized) is 0.213. (2) The peptide sequence is LPYPQPQL. The MHC is HLA-B53:01 with pseudo-sequence HLA-B53:01. The binding affinity (normalized) is 0.112. (3) The peptide sequence is RLAKLTEAI. The MHC is HLA-B44:02 with pseudo-sequence HLA-B44:02. The binding affinity (normalized) is 0.0847. (4) The peptide sequence is GMQIRGFVY. The MHC is HLA-A03:01 with pseudo-sequence HLA-A03:01. The binding affinity (normalized) is 0.351. (5) The peptide sequence is YQAVVPLVY. The MHC is HLA-C06:02 with pseudo-sequence HLA-C06:02. The binding affinity (normalized) is 0.116. (6) The peptide sequence is TEAILQLGDL. The binding affinity (normalized) is 0.227. The MHC is HLA-B44:03 with pseudo-sequence HLA-B44:03. (7) The peptide sequence is KYKLKHIVW. The MHC is HLA-A32:01 with pseudo-sequence HLA-A32:01. The binding affinity (normalized) is 0.322. (8) The peptide sequence is LTDSSTLLV. The MHC is HLA-A80:01 with pseudo-sequence HLA-A80:01. The binding affinity (normalized) is 0.0847. (9) The peptide sequence is LTRSGRRAL. The MHC is HLA-B51:01 with pseudo-sequence HLA-B51:01. The binding affinity (normalized) is 0.0847.